Task: Predict the product of the given reaction.. Dataset: Forward reaction prediction with 1.9M reactions from USPTO patents (1976-2016) (1) Given the reactants [F:1][C:2]([F:7])([F:6])[C:3]([OH:5])=[O:4].[C:8]([C:10]1[CH:11]=[C:12]([C:20]2[O:24][N:23]=[C:22]([C:25]3[C:26]([CH3:48])=[C:27]4[C:32](=[CH:33][CH:34]=3)[CH:31]([CH2:35][CH2:36][CH2:37][C:38]([OH:40])=[O:39])[N:30](C(OC(C)(C)C)=O)[CH2:29][CH2:28]4)[N:21]=2)[CH:13]=[CH:14][C:15]=1[O:16][CH:17]([CH3:19])[CH3:18])#[N:9], predict the reaction product. The product is: [F:1][C:2]([F:7])([F:6])[C:3]([OH:5])=[O:4].[C:8]([C:10]1[CH:11]=[C:12]([C:20]2[O:24][N:23]=[C:22]([C:25]3[C:26]([CH3:48])=[C:27]4[C:32](=[CH:33][CH:34]=3)[CH:31]([CH2:35][CH2:36][CH2:37][C:38]([OH:40])=[O:39])[NH:30][CH2:29][CH2:28]4)[N:21]=2)[CH:13]=[CH:14][C:15]=1[O:16][CH:17]([CH3:19])[CH3:18])#[N:9]. (2) Given the reactants [Cl:1][C:2]1[CH:7]=[CH:6][C:5]([C:8]2[N:9]=[C:10]3[CH:15]=[CH:14][C:13]([B:16]4[O:20]C(C)(C)C(C)(C)[O:17]4)=[CH:12][N:11]3[CH:25]=2)=[CH:4][CH:3]=1.Cl.C(OCC)C, predict the reaction product. The product is: [ClH:1].[Cl:1][C:2]1[CH:3]=[CH:4][C:5]([C:8]2[N:9]=[C:10]3[CH:15]=[CH:14][C:13]([B:16]([OH:20])[OH:17])=[CH:12][N:11]3[CH:25]=2)=[CH:6][CH:7]=1. (3) The product is: [C:1]([NH:5][C:6]1[N:11]=[C:10]([O:12][C:13]2[C:18]([CH3:19])=[CH:17][C:16]([CH3:20])=[CH:15][C:14]=2[CH3:21])[C:9]([C:22]([OH:24])=[O:23])=[CH:8][CH:7]=1)([CH3:4])([CH3:2])[CH3:3]. Given the reactants [C:1]([NH:5][C:6]1[N:11]=[C:10]([O:12][C:13]2[C:18]([CH3:19])=[CH:17][C:16]([CH3:20])=[CH:15][C:14]=2[CH3:21])[C:9]([C:22]([O:24]C)=[O:23])=[CH:8][CH:7]=1)([CH3:4])([CH3:3])[CH3:2].[OH-].[Na+].O, predict the reaction product. (4) Given the reactants [CH3:1][O:2][C:3]1[CH:8]=[CH:7][CH:6]=[CH:5][C:4]=1[N:9]1[CH2:14][CH2:13][N:12]([CH2:15][C@H:16]([NH:24][CH3:25])[CH2:17][C:18]2[CH:23]=[CH:22][CH:21]=[CH:20][N:19]=2)[CH2:11][CH2:10]1.C(=O)([O-])[O-].[K+].[K+].[CH3:32][C:33]1([C:39](Cl)=[O:40])[CH2:38][CH2:37][CH2:36][CH2:35][CH2:34]1, predict the reaction product. The product is: [CH3:1][O:2][C:3]1[CH:8]=[CH:7][CH:6]=[CH:5][C:4]=1[N:9]1[CH2:14][CH2:13][N:12]([CH2:15][C@H:16]([N:24]([CH3:25])[C:39]([C:33]2([CH3:32])[CH2:38][CH2:37][CH2:36][CH2:35][CH2:34]2)=[O:40])[CH2:17][C:18]2[CH:23]=[CH:22][CH:21]=[CH:20][N:19]=2)[CH2:11][CH2:10]1. (5) The product is: [CH2:16]([O:23][NH:24][C:42](=[O:44])[CH2:41][CH:36]([C:38]([N:27]1[CH2:28][CH2:30][CH2:33][CH:31]1[C:32]1[NH:9][C:4]2[CH:3]=[CH:2][CH:1]=[CH:6][C:5]=2[N:7]=1)=[O:40])[CH2:35][CH2:34][CH2:11][CH3:12])[C:17]1[CH:22]=[CH:21][CH:20]=[CH:19][CH:18]=1. Given the reactants [CH:1]1[CH:2]=[CH:3][C:4]2[N:9](O)N=[N:7][C:5]=2[CH:6]=1.[CH2:11](Cl)[CH2:12]Cl.Cl.[CH2:16]([O:23][NH2:24])[C:17]1[CH:22]=[CH:21][CH:20]=[CH:19][CH:18]=1.CC[N:27]([CH:31]([CH3:33])[CH3:32])[CH:28]([CH3:30])C.[C:34](O)(=O)[CH2:35][C:36]([CH2:41][C:42]([OH:44])=O)([C:38]([OH:40])=O)O, predict the reaction product. (6) Given the reactants [N:1]1[CH:6]=[CH:5][CH:4]=[C:3]([C:7]2[O:11][C:10]([CH:12]=O)=[CH:9][CH:8]=2)[CH:2]=1.CN.Cl.[C:17]([BH3-])#[N:18].[Na+], predict the reaction product. The product is: [CH3:17][NH:18][CH2:12][C:10]1[O:11][C:7]([C:3]2[CH:2]=[N:1][CH:6]=[CH:5][CH:4]=2)=[CH:8][CH:9]=1. (7) Given the reactants [OH:1][CH2:2][CH:3]1[CH2:7][CH2:6][N:5]([C:8]([O:10][C:11]([CH3:14])([CH3:13])[CH3:12])=[O:9])[CH2:4]1.O[C:16]1[C:17]([C:22]([O:24][CH2:25][CH3:26])=[O:23])=[N:18][CH:19]=[CH:20][CH:21]=1.ClC1C=C(O)C=NC=1, predict the reaction product. The product is: [C:11]([O:10][C:8]([N:5]1[CH2:6][CH2:7][CH:3]([CH2:2][O:1][C:16]2[C:17]([C:22]([O:24][CH2:25][CH3:26])=[O:23])=[N:18][CH:19]=[CH:20][CH:21]=2)[CH2:4]1)=[O:9])([CH3:14])([CH3:13])[CH3:12].